Task: Predict the reaction yield, written as a fraction of the theoretical maximum amount of product (1.0 means a 100% yield; for example, 0.34 means a 34% yield).. Dataset: Reaction yield outcomes from USPTO patents with 853,638 reactions (1) The reactants are [CH3:1][O:2][C:3]([CH:5]1[CH2:9][C:8](=[O:10])[CH:7]=[C:6]1[C:11]([O:13][CH3:14])=[O:12])=[O:4].[BH4-].[Na+]. The catalyst is CO. The product is [CH3:14][O:13][C:11]([CH:6]1[CH2:7][CH:8]([OH:10])[CH:9]=[C:5]1[C:3]([O:2][CH3:1])=[O:4])=[O:12]. The yield is 0.920. (2) The reactants are [Cl:1][C:2]1[CH:7]=[C:6]([O:8][CH3:9])[CH:5]=[CH:4][C:3]=1[C:10]1[CH:15]=[CH:14][N:13]=[C:12]([NH:16][CH:17]([CH3:21])[CH2:18][O:19][CH3:20])[C:11]=1[N+:22]([O-])=O.[O-]S(S([O-])=O)=O.[Na+].[Na+]. No catalyst specified. The product is [Cl:1][C:2]1[CH:7]=[C:6]([O:8][CH3:9])[CH:5]=[CH:4][C:3]=1[C:10]1[CH:15]=[CH:14][N:13]=[C:12]([NH:16][CH:17]([CH3:21])[CH2:18][O:19][CH3:20])[C:11]=1[NH2:22]. The yield is 0.810. (3) The reactants are C1CO[C:8]23OCC[O:12][C:3]2([C@:4]2([CH2:27][CH2:26][C@H:25]4[C@@H:15]([CH2:16][C@H:17]([NH:28][CH:29]=[O:30])[CH:18]5[C@:23]4([CH3:24])[CH2:22][CH2:21][CH2:20][CH2:19]5)[C@@H:6]2[CH2:7]3)[CH3:5])O1.C([C@@H]1C2[C@](C)(CCC(=[O:51])C2)[C@@H]2[C@H]([C@H]3[C@@](CC2)(C)C(=O)CC3)C1)#N. No catalyst specified. The product is [CH:29]([NH:28][C@@H:17]1[CH:18]2[C@:23]([CH3:24])([CH2:22][CH2:21][C:20](=[O:51])[CH2:19]2)[C@@H:25]2[C@H:15]([C@H:6]3[C@@:4]([CH2:27][CH2:26]2)([CH3:5])[C:3](=[O:12])[CH2:8][CH2:7]3)[CH2:16]1)=[O:30]. The yield is 0.960. (4) The product is [CH3:1][O:2][C:3]1[CH:4]=[CH:5][C:6]([CH2:7][N:8]2[C:12]3=[N:13][CH:14]=[CH:15][C:16]([O:17][C:18]4[CH:23]=[CH:22][C:21]([NH2:24])=[CH:20][CH:19]=4)=[C:11]3[C:10]([CH3:27])=[N:9]2)=[CH:28][CH:29]=1. The yield is 0.820. The reactants are [CH3:1][O:2][C:3]1[CH:29]=[CH:28][C:6]([CH2:7][N:8]2[C:12]3=[N:13][CH:14]=[CH:15][C:16]([O:17][C:18]4[CH:23]=[CH:22][C:21]([N+:24]([O-])=O)=[CH:20][CH:19]=4)=[C:11]3[C:10]([CH3:27])=[N:9]2)=[CH:5][CH:4]=1.CO.[NH4+].[Cl-].Cl. The catalyst is [Zn].C1COCC1. (5) The reactants are C[O:2][C:3](=[O:34])[CH2:4][NH:5][C:6]([C:8]1[S:9][C:10]([C:14]([CH2:32][CH3:33])([C:17]2[CH:22]=[CH:21][C:20]([O:23][CH2:24][C:25]([CH2:29][CH3:30])([OH:28])[CH2:26][CH3:27])=[C:19]([CH3:31])[CH:18]=2)[CH2:15][CH3:16])=[CH:11][C:12]=1[CH3:13])=[O:7].[OH-].[Na+].Cl. The catalyst is CO.O. The product is [CH2:15]([C:14]([C:10]1[S:9][C:8]([C:6]([NH:5][CH2:4][C:3]([OH:34])=[O:2])=[O:7])=[C:12]([CH3:13])[CH:11]=1)([C:17]1[CH:22]=[CH:21][C:20]([O:23][CH2:24][C:25]([CH2:26][CH3:27])([OH:28])[CH2:29][CH3:30])=[C:19]([CH3:31])[CH:18]=1)[CH2:32][CH3:33])[CH3:16]. The yield is 0.740. (6) The reactants are [N+:1]([C:4]1[CH:5]=[CH:6][C:7]2[O:11][C:10](=[S:12])[NH:9][C:8]=2[CH:13]=1)([O-:3])=[O:2].C(N(CC)CC)C.Br[CH2:22][C:23]1[CH:28]=[CH:27][C:26]([Cl:29])=[CH:25][CH:24]=1. The catalyst is C(Cl)(Cl)Cl.C(OCC)(=O)C. The product is [Cl:29][C:26]1[CH:27]=[CH:28][C:23]([CH2:22][S:12][C:10]2[O:11][C:7]3[CH:6]=[CH:5][C:4]([N+:1]([O-:3])=[O:2])=[CH:13][C:8]=3[N:9]=2)=[CH:24][CH:25]=1. The yield is 0.780.